From a dataset of Forward reaction prediction with 1.9M reactions from USPTO patents (1976-2016). Predict the product of the given reaction. (1) Given the reactants [Cl:1][C:2]1[CH:7]=[CH:6][C:5]([S:8]([N:11]2[CH:16]3[CH2:17][CH2:18][CH2:19][CH:12]2[CH:13]([CH3:21])[C:14](=[O:20])[CH2:15]3)(=[O:10])=[O:9])=[CH:4][CH:3]=1.CO[CH:24](OC)[N:25]([CH3:27])[CH3:26], predict the reaction product. The product is: [Cl:1][C:2]1[CH:3]=[CH:4][C:5]([S:8]([N:11]2[CH:12]3[CH2:19][CH2:18][CH2:17][CH:16]2[C:15](=[CH:24][N:25]([CH3:26])[CH3:27])[C:14](=[O:20])[CH:13]3[CH3:21])(=[O:9])=[O:10])=[CH:6][CH:7]=1. (2) Given the reactants [CH3:1][O:2][C:3]1[CH:22]=[CH:21][C:6]([CH2:7][C@@H:8]2[C:12]3=[N:13][C:14]4[CH:19]=[CH:18][CH:17]=[CH:16][C:15]=4[N:11]3[C:10](=[O:20])[NH:9]2)=[CH:5][CH:4]=1.[CH2:23]([N:30]1[CH2:34][CH2:33][CH:32]([NH2:35])[CH2:31]1)[C:24]1[CH:29]=[CH:28][CH:27]=[CH:26][CH:25]=1.C(O)(C(F)(F)F)=O, predict the reaction product. The product is: [NH:11]1[C:15]2[CH:16]=[CH:17][CH:18]=[CH:19][C:14]=2[N:13]=[C:12]1[C@H:8]([NH:9][C:10]([NH:35][CH:32]1[CH2:33][CH2:34][N:30]([CH2:23][C:24]2[CH:29]=[CH:28][CH:27]=[CH:26][CH:25]=2)[CH2:31]1)=[O:20])[CH2:7][C:6]1[CH:21]=[CH:22][C:3]([O:2][CH3:1])=[CH:4][CH:5]=1. (3) Given the reactants Cl[C:2]1[CH:7]=[C:6]([O:8][C:9]2[CH:10]=[CH:11][C:12]([NH:15][C:16]([NH:18][C:19](=[O:25])[C:20]([O:23][CH3:24])([CH3:22])[CH3:21])=[O:17])=[N:13][CH:14]=2)[CH:5]=[CH:4][N:3]=1.[CH2:26]([N:28]1[CH:32]=[C:31](B2OC(C)(C)C(C)(C)O2)[CH:30]=[N:29]1)[CH3:27].C([O-])([O-])=O.[K+].[K+], predict the reaction product. The product is: [CH2:26]([N:28]1[CH:32]=[C:31]([C:2]2[CH:7]=[C:6]([O:8][C:9]3[CH:10]=[CH:11][C:12]([NH:15][C:16]([NH:18][C:19](=[O:25])[C:20]([O:23][CH3:24])([CH3:22])[CH3:21])=[O:17])=[N:13][CH:14]=3)[CH:5]=[CH:4][N:3]=2)[CH:30]=[N:29]1)[CH3:27]. (4) Given the reactants C(O[C:4](=[O:16])[CH2:5][C:6]([C:8]1[CH:13]=[CH:12][C:11]([Cl:14])=[C:10]([Cl:15])[CH:9]=1)=O)C.[CH2:17]1[CH:19]([C:20]([NH2:22])=[NH:21])[CH2:18]1.Cl.CC(C)([O-])C.[K+], predict the reaction product. The product is: [CH:19]1([C:20]2[N:22]=[C:4]([OH:16])[CH:5]=[C:6]([C:8]3[CH:13]=[CH:12][C:11]([Cl:14])=[C:10]([Cl:15])[CH:9]=3)[N:21]=2)[CH2:17][CH2:18]1. (5) Given the reactants C=O.[C:3](O[BH-](OC(=O)C)OC(=O)C)(=O)C.[Na+].[Cl:17][C:18]1[CH:44]=[CH:43][C:21]([CH2:22][NH:23][C:24]([C:26]2[C:27](=[O:42])[C:28]3[CH:35]=[C:34]([CH2:36][NH:37][CH2:38][CH:39]([OH:41])[CH3:40])[O:33][C:29]=3[N:30]([CH3:32])[CH:31]=2)=[O:25])=[CH:20][CH:19]=1.C(=O)(O)[O-].[Na+], predict the reaction product. The product is: [Cl:17][C:18]1[CH:44]=[CH:43][C:21]([CH2:22][NH:23][C:24]([C:26]2[C:27](=[O:42])[C:28]3[CH:35]=[C:34]([CH2:36][N:37]([CH2:38][CH:39]([OH:41])[CH3:40])[CH3:3])[O:33][C:29]=3[N:30]([CH3:32])[CH:31]=2)=[O:25])=[CH:20][CH:19]=1. (6) Given the reactants [F:1][CH:2]([F:11])[C:3]([C:5]1[CH:10]=[CH:9][CH:8]=[CH:7][CH:6]=1)=O.[Cl-].[NH4+].C([N:16](CC)CC)C.[BH4-].[Na+], predict the reaction product. The product is: [F:1][CH:2]([F:11])[CH:3]([C:5]1[CH:10]=[CH:9][CH:8]=[CH:7][CH:6]=1)[NH2:16].